The task is: Binary Classification. Given a drug SMILES string, predict its activity (active/inactive) in a high-throughput screening assay against a specified biological target.. This data is from Choline transporter screen with 302,306 compounds. (1) The molecule is Clc1cc(OC(=O)CNC(=O)c2ccccc2)ccc1. The result is 0 (inactive). (2) The molecule is O(C(=O)CCC)CC(=O)Nc1c(cccc1)C#N. The result is 0 (inactive).